From a dataset of CYP1A2 inhibition data for predicting drug metabolism from PubChem BioAssay. Regression/Classification. Given a drug SMILES string, predict its absorption, distribution, metabolism, or excretion properties. Task type varies by dataset: regression for continuous measurements (e.g., permeability, clearance, half-life) or binary classification for categorical outcomes (e.g., BBB penetration, CYP inhibition). Dataset: cyp1a2_veith. (1) The compound is C/C(=N\Nc1nnc(C)c(=O)[nH]1)C(=O)O. The result is 0 (non-inhibitor). (2) The molecule is Cc1[nH]c(N)nc(=S)c1CCC(=O)O. The result is 0 (non-inhibitor).